From a dataset of Forward reaction prediction with 1.9M reactions from USPTO patents (1976-2016). Predict the product of the given reaction. (1) Given the reactants C(OC([N:8]1[CH2:13][CH2:12][N:11]([C:14]2[CH:19]=[CH:18][C:17]([C:20]3[CH:21]=[C:22]4[C:31]([C:32]5[C:33]([CH3:47])=[N:34][N:35]([CH2:38][C:39]6[CH:44]=[C:43]([F:45])[CH:42]=[C:41]([F:46])[CH:40]=6)[C:36]=5[CH3:37])=[CH:30][N:29](C(OC(C)(C)C)=O)[C:23]4=[N:24][C:25]=3[CH:26]3[CH2:28][CH2:27]3)=[CH:16][CH:15]=2)[CH2:10][CH2:9]1)=O)(C)(C)C.[ClH:55], predict the reaction product. The product is: [ClH:55].[CH:26]1([C:25]2[N:24]=[C:23]3[NH:29][CH:30]=[C:31]([C:32]4[C:33]([CH3:47])=[N:34][N:35]([CH2:38][C:39]5[CH:44]=[C:43]([F:45])[CH:42]=[C:41]([F:46])[CH:40]=5)[C:36]=4[CH3:37])[C:22]3=[CH:21][C:20]=2[C:17]2[CH:18]=[CH:19][C:14]([N:11]3[CH2:10][CH2:9][NH:8][CH2:13][CH2:12]3)=[CH:15][CH:16]=2)[CH2:27][CH2:28]1. (2) Given the reactants [F:1][C:2]1[CH:3]=[N:4][NH:5][CH:6]=1.C(=O)([O-])[O-].[K+].[K+].F[C:14]1[CH:19]=[CH:18][C:17]([N+:20]([O-:22])=[O:21])=[CH:16][CH:15]=1, predict the reaction product. The product is: [F:1][C:2]1[CH:3]=[N:4][N:5]([C:14]2[CH:19]=[CH:18][C:17]([N+:20]([O-:22])=[O:21])=[CH:16][CH:15]=2)[CH:6]=1.